From a dataset of Forward reaction prediction with 1.9M reactions from USPTO patents (1976-2016). Predict the product of the given reaction. (1) The product is: [Cl:13][C:14]1[CH:15]=[C:16]([CH:21]=[CH:22][C:23]=1[F:24])[O:17][CH2:18][CH2:19][S:12][C:10]1[N:11]=[C:4]2[N:3]=[C:2]([CH3:1])[CH:7]=[C:6]([CH3:8])[N:5]2[N:9]=1.[Cl:13][C:14]1[CH:15]=[C:16]([CH:21]=[CH:22][C:23]=1[F:24])[O:17][CH2:18][CH2:19][Br:20]. Given the reactants [CH3:1][C:2]1[CH:7]=[C:6]([CH3:8])[N:5]2[N:9]=[C:10]([SH:12])[N:11]=[C:4]2[N:3]=1.[Cl:13][C:14]1[CH:15]=[C:16]([CH:21]=[CH:22][C:23]=1[F:24])[O:17][CH2:18][CH2:19][Br:20].ClC1C=CC(OCCBr)=CC=1F.ClC1C=C(O)C=CC=1F.BrCCBr, predict the reaction product. (2) Given the reactants [NH2:1][C:2]1[CH:7]=[CH:6][C:5]([Br:8])=[CH:4][C:3]=1[NH:9][CH:10]1[CH2:14][CH2:13][N:12]([C:15]([O:17][C:18]([CH3:21])([CH3:20])[CH3:19])=[O:16])[CH2:11]1.[CH:22](OC)(OC)OC, predict the reaction product. The product is: [Br:8][C:5]1[CH:6]=[CH:7][C:2]2[N:1]=[CH:22][N:9]([CH:10]3[CH2:14][CH2:13][N:12]([C:15]([O:17][C:18]([CH3:21])([CH3:20])[CH3:19])=[O:16])[CH2:11]3)[C:3]=2[CH:4]=1. (3) Given the reactants [CH:1]1([N:5]2[CH2:10][CH2:9][N:8]([C:11]3[CH:12]=[C:13]4[C:18](=[CH:19][CH:20]=3)[N:17]=[CH:16][N:15]([C:21]3[CH:22]=[C:23]([CH:27]=[CH:28][C:29]=3[CH3:30])[C:24]([OH:26])=O)[C:14]4=[O:31])[CH2:7][CH2:6]2)[CH2:4][CH2:3][CH2:2]1.[NH2:32][C:33]1[CH:37]=[CH:36][O:35][N:34]=1, predict the reaction product. The product is: [CH:1]1([N:5]2[CH2:6][CH2:7][N:8]([C:11]3[CH:12]=[C:13]4[C:18](=[CH:19][CH:20]=3)[N:17]=[CH:16][N:15]([C:21]3[CH:22]=[C:23]([CH:27]=[CH:28][C:29]=3[CH3:30])[C:24]([NH:32][C:33]3[CH:37]=[CH:36][O:35][N:34]=3)=[O:26])[C:14]4=[O:31])[CH2:9][CH2:10]2)[CH2:4][CH2:3][CH2:2]1. (4) Given the reactants [F:1][C:2]1[CH:10]=[C:9]([CH3:11])[C:8]2[NH:7][C:6]3[CH2:12][CH2:13][N:14]4[C@H:18]([C:5]=3[C:4]=2[CH:3]=1)[CH2:17][CH2:16][CH2:15]4.[H-].[Na+].[CH3:21][C:22]1([C:25]2[CH:30]=[CH:29][N:28]=[CH:27][CH:26]=2)[CH2:24][O:23]1, predict the reaction product. The product is: [F:1][C:2]1[CH:10]=[C:9]([CH3:11])[C:8]2[N:7]([CH2:21][C:22]([C:25]3[CH:30]=[CH:29][N:28]=[CH:27][CH:26]=3)([OH:23])[CH3:24])[C:6]3[CH2:12][CH2:13][N:14]4[C@H:18]([C:5]=3[C:4]=2[CH:3]=1)[CH2:17][CH2:16][CH2:15]4. (5) Given the reactants Cl.[C:2]([NH:6][C:7]1[C:12](/[CH:13]=[CH:14]/OCC)=[CH:11][N:10]=[C:9]([Cl:18])[N:8]=1)([CH3:5])([CH3:4])[CH3:3], predict the reaction product. The product is: [C:2]([N:6]1[C:7]2[N:8]=[C:9]([Cl:18])[N:10]=[CH:11][C:12]=2[CH:13]=[CH:14]1)([CH3:5])([CH3:4])[CH3:3]. (6) Given the reactants Cl.[CH3:2][O:3][C:4](=[O:10])[C@H:5]([C@@H:7]([CH3:9])[OH:8])[NH2:6].CCN(CC)CC.[C:18](Cl)(=[O:25])[C:19]1[CH:24]=[CH:23][CH:22]=[CH:21][CH:20]=1, predict the reaction product. The product is: [OH:8][C@H:7]([CH3:9])[C@H:5]([NH:6][C:18]([C:19]1[CH:24]=[CH:23][CH:22]=[CH:21][CH:20]=1)=[O:25])[C:4]([O:3][CH3:2])=[O:10].